From a dataset of Reaction yield outcomes from USPTO patents with 853,638 reactions. Predict the reaction yield, written as a fraction of the theoretical maximum amount of product (1.0 means a 100% yield; for example, 0.34 means a 34% yield). (1) The reactants are [CH3:1][O:2][C:3](=[O:14])[C:4]1[CH:9]=[C:8]([N+:10]([O-])=O)[C:7]([NH2:13])=[N:6][CH:5]=1. The catalyst is CO.[Ni]. The product is [CH3:1][O:2][C:3](=[O:14])[C:4]1[CH:9]=[C:8]([NH2:10])[C:7]([NH2:13])=[N:6][CH:5]=1. The yield is 0.760. (2) The reactants are Br[C:2]1[CH:3]=[C:4]([NH:10][C:11]2[CH:16]=[CH:15][C:14]([N:17]3[CH2:22][C@@H:21]([CH3:23])[N:20]([CH:24]4[CH2:27][O:26][CH2:25]4)[CH2:19][C@@H:18]3[CH3:28])=[CH:13][N:12]=2)[C:5](=[O:9])[N:6]([CH3:8])[CH:7]=1.[C:29]([O:32][CH2:33][C:34]1[C:39](B2OC(C)(C)C(C)(C)O2)=[CH:38][C:37]([F:49])=[CH:36][C:35]=1[N:50]1[C:62](=[O:63])[C:61]2[S:60][C:59]3[CH2:58][CH2:57][CH2:56][CH2:55][C:54]=3[C:53]=2[CH:52]=[N:51]1)(=[O:31])[CH3:30].[O-]P([O-])([O-])=O.[K+].[K+].[K+].C([O-])(=O)C.[Na+]. The catalyst is C1C=CC(P(C2C=CC=CC=2)[C-]2C=CC=C2)=CC=1.C1C=CC(P(C2C=CC=CC=2)[C-]2C=CC=C2)=CC=1.Cl[Pd]Cl.[Fe+2].O.C(#N)C. The product is [C:29]([O:32][CH2:33][C:34]1[C:35]([N:50]2[C:62](=[O:63])[C:61]3[S:60][C:59]4[CH2:58][CH2:57][CH2:56][CH2:55][C:54]=4[C:53]=3[CH:52]=[N:51]2)=[CH:36][C:37]([F:49])=[CH:38][C:39]=1[C:2]1[CH:3]=[C:4]([NH:10][C:11]2[CH:16]=[CH:15][C:14]([N:17]3[CH2:22][C@@H:21]([CH3:23])[N:20]([CH:24]4[CH2:25][O:26][CH2:27]4)[CH2:19][C@@H:18]3[CH3:28])=[CH:13][N:12]=2)[C:5](=[O:9])[N:6]([CH3:8])[CH:7]=1)(=[O:31])[CH3:30]. The yield is 0.340. (3) The reactants are [O:1]1[CH2:6][CH2:5][N:4]([C:7]2[N:12]3[N:13]=[CH:14][CH:15]=[C:11]3[N:10]=[C:9]([NH2:16])[CH:8]=2)[CH2:3][CH2:2]1.[CH3:17][O:18][C:19]([C:21]1([C:24]2[CH:32]=[CH:31][C:27]([C:28](O)=[O:29])=[CH:26][CH:25]=2)[CH2:23][CH2:22]1)=[O:20].CN(C(ON1N=NC2C=CC=CC1=2)=[N+](C)C)C.[B-](F)(F)(F)F. The catalyst is N1C=CC=CC=1. The product is [O:1]1[CH2:6][CH2:5][N:4]([C:7]2[N:12]3[N:13]=[CH:14][CH:15]=[C:11]3[N:10]=[C:9]([NH:16][C:28]([C:27]3[CH:26]=[CH:25][C:24]([C:21]4([C:19]([O:18][CH3:17])=[O:20])[CH2:22][CH2:23]4)=[CH:32][CH:31]=3)=[O:29])[CH:8]=2)[CH2:3][CH2:2]1. The yield is 0.350. (4) The yield is 0.980. The catalyst is ClCCl. The product is [NH:11]1[CH:10]=[C:9]([C:4]2[CH:5]=[CH:6][CH:7]=[CH:8][C:3]=2[OH:2])[CH:13]=[N:12]1. The reactants are C[O:2][C:3]1[CH:8]=[CH:7][CH:6]=[CH:5][C:4]=1[C:9]1[CH:10]=[N:11][NH:12][CH:13]=1.B(Br)(Br)Br. (5) The reactants are [CH2:1]([O:8][C:9]1[C:19]([CH3:20])=[CH:18][C:12]([CH2:13]OC(=O)C)=[C:11]([CH3:21])[CH:10]=1)[C:2]1[CH:7]=[CH:6][CH:5]=[CH:4][CH:3]=1.[CH3:22][O:23][C:24]([O:28][Si](C)(C)C)=[C:25]([CH3:27])[CH3:26].Cl([O-])(=O)(=O)=O.[Mg+2].Cl([O-])(=O)(=O)=O. The catalyst is ClCCl. The product is [CH3:22][O:23][C:24](=[O:28])[C:25]([CH3:27])([CH3:26])[CH2:13][C:12]1[CH:18]=[C:19]([CH3:20])[C:9]([O:8][CH2:1][C:2]2[CH:3]=[CH:4][CH:5]=[CH:6][CH:7]=2)=[CH:10][C:11]=1[CH3:21]. The yield is 0.690. (6) The catalyst is N1C=CC=CC=1. The reactants are [O:1]1[C:5]2=[CH:6][N:7]=[C:8]([CH2:10][OH:11])[CH:9]=[C:4]2[CH:3]=[CH:2]1.[C:12](OC(=O)C)(=[O:14])[CH3:13]. The product is [C:12]([O:11][CH2:10][C:8]1[CH:9]=[C:4]2[CH:3]=[CH:2][O:1][C:5]2=[CH:6][N:7]=1)(=[O:14])[CH3:13]. The yield is 0.940. (7) The reactants are [NH:1]1[CH2:6][CH2:5][CH:4]([N:7]2[CH:11]=[N:10][NH:9][C:8]2=[O:12])[CH2:3][CH2:2]1.[Cl:13][C:14]1[N:18]2[CH:19]=[C:20]([C:27]3[CH:31]=[CH:30][O:29][CH:28]=3)[CH:21]=[C:22]([C:23]([F:26])([F:25])[F:24])[C:17]2=[N:16][C:15]=1[C:32](O)=[O:33].CN(C(ON1N=NC2C=CC=NC1=2)=[N+](C)C)C.F[P-](F)(F)(F)(F)F.CCN(C(C)C)C(C)C.Cl. The catalyst is CN(C)C=O.C(OCC)(=O)C. The product is [Cl:13][C:14]1[N:18]2[CH:19]=[C:20]([C:27]3[CH:31]=[CH:30][O:29][CH:28]=3)[CH:21]=[C:22]([C:23]([F:25])([F:24])[F:26])[C:17]2=[N:16][C:15]=1[C:32]([N:1]1[CH2:2][CH2:3][CH:4]([N:7]2[CH:11]=[N:10][NH:9][C:8]2=[O:12])[CH2:5][CH2:6]1)=[O:33]. The yield is 0.0819. (8) The product is [C:25]([CH:8]1[C:9]2[C:4](=[C:3]([N:2]([CH3:17])[CH3:1])[CH:12]=[CH:11][CH:10]=2)[CH2:5][CH2:6][C:7]1([NH2:16])[C:13]([OH:15])=[O:14])([O:26][CH2:27][CH:28]1[C:29]2[C:34](=[CH:33][CH:32]=[CH:31][CH:30]=2)[C:35]2[C:40]1=[CH:39][CH:38]=[CH:37][CH:36]=2)=[O:41]. The reactants are [CH3:1][N:2]([CH3:17])[C:3]1[CH:12]=[CH:11][CH:10]=[C:9]2[C:4]=1[CH2:5][CH2:6][C:7]([NH2:16])([C:13]([OH:15])=[O:14])[CH2:8]2.C(N(CC)CC)C.[C:25](=O)([O:41]N1C(=O)CCC1=O)[O:26][CH2:27][CH:28]1[C:40]2[CH:39]=[CH:38][CH:37]=[CH:36][C:35]=2[C:34]2[C:29]1=[CH:30][CH:31]=[CH:32][CH:33]=2. The catalyst is C(#N)C.O. The yield is 0.610. (9) The reactants are [F:1][C:2]1[CH:7]=[CH:6][CH:5]=[CH:4][C:3]=1[CH2:8][C:9]([O:11][C@H:12]([C:14]1[CH:19]=[CH:18][CH:17]=[CH:16][CH:15]=1)[CH3:13])=[O:10].[CH2:20]1[CH2:30][CH2:29][N:28]2C(=NC[CH2:26][CH2:27]2)CC1.C(Br)(Br)(Br)Br.N1CCCCC1. The catalyst is C1COCC1.C(OCC)C.C1(C)C=CC=CC=1. The product is [F:1][C:2]1[CH:7]=[CH:6][CH:5]=[CH:4][C:3]=1[C@@H:8]([N:28]1[CH2:27][CH2:26][CH2:20][CH2:30][CH2:29]1)[C:9]([O:11][C@H:12]([C:14]1[CH:15]=[CH:16][CH:17]=[CH:18][CH:19]=1)[CH3:13])=[O:10]. The yield is 0.110. (10) The reactants are CC(C)([O-])C.[K+].[CH:7]1[C:19]2[NH:18][C:17]3[C:12](=[CH:13][CH:14]=[CH:15][CH:16]=3)[C:11]=2[CH:10]=[CH:9][CH:8]=1.[NH2:20][O:21][S:22]([OH:25])(=[O:24])=[O:23].C[N:27]1CCCC1=O.CC(C)([O-])C.[K+].CN1CCCC1=O. The catalyst is CN1CCCC1=O.CC(C)([O-])C.[K+].CN1CCCC1=O. The product is [NH2:20][O:21][S:22]([OH:25])(=[O:24])=[O:23].[CH:16]1([NH2:27])[C:17]2[C:12]([C:11]3[C:19]([N:18]=2)=[CH:7][CH:8]=[CH:9][CH:10]=3)=[CH:13][CH:14]=[CH:15]1. The yield is 0.970.